This data is from Full USPTO retrosynthesis dataset with 1.9M reactions from patents (1976-2016). The task is: Predict the reactants needed to synthesize the given product. Given the product [Br:1][C:2]1[CH:3]=[CH:4][C:5]([CH:8]([O:13][C:14]2[CH:19]=[CH:18][CH:17]=[CH:16][CH:15]=2)[CH2:9][CH:10]([CH3:11])[CH3:12])=[CH:6][CH:7]=1, predict the reactants needed to synthesize it. The reactants are: [Br:1][C:2]1[CH:7]=[CH:6][C:5]([CH:8]([OH:13])[CH2:9][CH:10]([CH3:12])[CH3:11])=[CH:4][CH:3]=1.[C:14]1(O)[CH:19]=[CH:18][CH:17]=[CH:16][CH:15]=1.C1(P(C2C=CC=CC=2)C2C=CC=CC=2)C=CC=CC=1.N(C(OC(C)C)=O)=NC(OC(C)C)=O.